Dataset: Forward reaction prediction with 1.9M reactions from USPTO patents (1976-2016). Task: Predict the product of the given reaction. (1) Given the reactants [CH3:1][C:2]1[NH:3][C:4]2[CH2:5][C:6]([CH3:13])([CH3:12])[CH2:7][C:8](=[O:11])[C:9]=2[CH:10]=1.[Br:14][C:15]1[CH:20]=[CH:19][C:18]([SH:21])=[CH:17][CH:16]=1.II, predict the reaction product. The product is: [Br:14][C:15]1[CH:20]=[CH:19][C:18]([S:21][C:10]2[C:9]3[C:8](=[O:11])[CH2:7][C:6]([CH3:13])([CH3:12])[CH2:5][C:4]=3[NH:3][C:2]=2[CH3:1])=[CH:17][CH:16]=1. (2) Given the reactants [CH:1]1[C:10]2[C:5](=[CH:6][CH:7]=[CH:8][CH:9]=2)[CH:4]=[CH:3][C:2]=1[NH:11][C:12]1[S:13][C:14]([NH:22][C:23]([C:25]2[CH:29]=[CH:28][S:27][CH:26]=2)=[O:24])=[C:15]([C:17]([O:19]CC)=O)[N:16]=1.[CH3:30][NH2:31], predict the reaction product. The product is: [CH3:30][NH:31][C:17]([C:15]1[N:16]=[C:12]([NH:11][C:2]2[CH:3]=[CH:4][C:5]3[C:10](=[CH:9][CH:8]=[CH:7][CH:6]=3)[CH:1]=2)[S:13][C:14]=1[NH:22][C:23]([C:25]1[CH:29]=[CH:28][S:27][CH:26]=1)=[O:24])=[O:19]. (3) Given the reactants CS(O[CH2:6][C@H:7]1[CH2:18][CH2:17][C:16]2[S:15][C:14]3[N:13]=[CH:12][N:11]=[C:10]([O:19][CH:20]4[CH2:25][CH2:24][C:23]([NH:27][C:28](=[O:34])[O:29][C:30]([CH3:33])([CH3:32])[CH3:31])([CH3:26])[CH2:22][CH2:21]4)[C:9]=3[C:8]1=2)(=O)=O.[C-:35]#[N:36].[Na+], predict the reaction product. The product is: [C:35]([CH2:6][C@H:7]1[CH2:18][CH2:17][C:16]2[S:15][C:14]3[N:13]=[CH:12][N:11]=[C:10]([O:19][CH:20]4[CH2:25][CH2:24][C:23]([NH:27][C:28](=[O:34])[O:29][C:30]([CH3:31])([CH3:33])[CH3:32])([CH3:26])[CH2:22][CH2:21]4)[C:9]=3[C:8]1=2)#[N:36].